From a dataset of Peptide-MHC class I binding affinity with 185,985 pairs from IEDB/IMGT. Regression. Given a peptide amino acid sequence and an MHC pseudo amino acid sequence, predict their binding affinity value. This is MHC class I binding data. (1) The peptide sequence is HPAAMPHLLV. The MHC is HLA-B54:01 with pseudo-sequence HLA-B54:01. The binding affinity (normalized) is 0.411. (2) The peptide sequence is YHDPETAAA. The MHC is HLA-B44:02 with pseudo-sequence HLA-B44:02. The binding affinity (normalized) is 0.213. (3) The peptide sequence is LASAMRMLW. The MHC is HLA-B39:01 with pseudo-sequence HLA-B39:01. The binding affinity (normalized) is 0.213. (4) The peptide sequence is GRRGWEALKY. The MHC is HLA-B57:01 with pseudo-sequence HLA-B57:01. The binding affinity (normalized) is 0. (5) The peptide sequence is KQMYRKFSR. The MHC is HLA-A03:01 with pseudo-sequence HLA-A03:01. The binding affinity (normalized) is 0.506. (6) The peptide sequence is FQYYGIDWV. The MHC is HLA-A02:16 with pseudo-sequence HLA-A02:16. The binding affinity (normalized) is 1.00. (7) The peptide sequence is IFDDLQGSL. The MHC is HLA-B46:01 with pseudo-sequence HLA-B46:01. The binding affinity (normalized) is 0.0847. (8) The peptide sequence is VPYNMRVIHF. The MHC is HLA-B54:01 with pseudo-sequence HLA-B54:01. The binding affinity (normalized) is 0.425. (9) The peptide sequence is FLIDLAFLIK. The MHC is HLA-A68:01 with pseudo-sequence HLA-A68:01. The binding affinity (normalized) is 0.800. (10) The peptide sequence is AVYSSSMVK. The MHC is HLA-B07:02 with pseudo-sequence HLA-B07:02. The binding affinity (normalized) is 0.0847.